From a dataset of Catalyst prediction with 721,799 reactions and 888 catalyst types from USPTO. Predict which catalyst facilitates the given reaction. Reactant: [CH2:1]([Mg]Br)[CH3:2].[CH3:5][N:6]([CH3:21])[CH2:7][C@H:8]([CH3:20])[C:9]([C:11]1[CH:16]=[CH:15][CH:14]=[C:13]([N+:17]([O-])=O)[CH:12]=1)=[O:10].C1(C)C=CC=CC=1.S([O-])(O)(=O)=O.[NH4+]. Product: [NH2:17][C:13]1[CH:12]=[C:11]([C@@:9]([OH:10])([CH2:1][CH3:2])[C@@H:8]([CH3:20])[CH2:7][N:6]([CH3:21])[CH3:5])[CH:16]=[CH:15][CH:14]=1. The catalyst class is: 1.